From a dataset of Forward reaction prediction with 1.9M reactions from USPTO patents (1976-2016). Predict the product of the given reaction. (1) The product is: [CH3:33][S:34]([OH:37])(=[O:36])=[O:35].[NH:8]1[CH2:13][CH2:12][CH:11]([NH:14][C:15]([C:17]2[C:21]([NH:22][C:23](=[O:32])[C:24]3[C:29]([Cl:30])=[CH:28][CH:27]=[CH:26][C:25]=3[Cl:31])=[CH:20][NH:19][N:18]=2)=[O:16])[CH2:10][CH2:9]1. Given the reactants C(OC([N:8]1[CH2:13][CH2:12][CH:11]([NH:14][C:15]([C:17]2[C:21]([NH:22][C:23](=[O:32])[C:24]3[C:29]([Cl:30])=[CH:28][CH:27]=[CH:26][C:25]=3[Cl:31])=[CH:20][NH:19][N:18]=2)=[O:16])[CH2:10][CH2:9]1)=O)(C)(C)C.[CH3:33][S:34]([OH:37])(=[O:36])=[O:35], predict the reaction product. (2) Given the reactants [CH2:1]([O:3][C:4](=[O:20])[CH2:5][S:6][C:7]1[CH:12]=[CH:11][C:10]([O:13][CH2:14][CH2:15][C@@H:16]([OH:18])[CH3:17])=[CH:9][C:8]=1[CH3:19])[CH3:2].CCN(CC)CC.[CH3:28][S:29](Cl)(=[O:31])=[O:30], predict the reaction product. The product is: [CH2:1]([O:3][C:4](=[O:20])[CH2:5][S:6][C:7]1[CH:12]=[CH:11][C:10]([O:13][CH2:14][CH2:15][C@@H:16]([O:18][S:29]([CH3:28])(=[O:31])=[O:30])[CH3:17])=[CH:9][C:8]=1[CH3:19])[CH3:2].